From a dataset of Peptide-MHC class I binding affinity with 185,985 pairs from IEDB/IMGT. Regression. Given a peptide amino acid sequence and an MHC pseudo amino acid sequence, predict their binding affinity value. This is MHC class I binding data. (1) The peptide sequence is KQRCALPSL. The MHC is BoLA-D18.4 with pseudo-sequence BoLA-D18.4. The binding affinity (normalized) is 0.459. (2) The peptide sequence is YLPEVISTI. The MHC is HLA-B51:01 with pseudo-sequence HLA-B51:01. The binding affinity (normalized) is 0.0120. (3) The MHC is HLA-A24:03 with pseudo-sequence HLA-A24:03. The peptide sequence is KTPWDRFCK. The binding affinity (normalized) is 0.183. (4) The peptide sequence is YVIKVSARV. The MHC is HLA-A30:02 with pseudo-sequence HLA-A30:02. The binding affinity (normalized) is 0.0432. (5) The peptide sequence is IQFMMSRRR. The MHC is HLA-A31:01 with pseudo-sequence HLA-A31:01. The binding affinity (normalized) is 0.863. (6) The peptide sequence is VSTGSQLAK. The MHC is HLA-A03:01 with pseudo-sequence HLA-A03:01. The binding affinity (normalized) is 0.552. (7) The peptide sequence is YQAENSTAE. The MHC is HLA-A01:01 with pseudo-sequence HLA-A01:01. The binding affinity (normalized) is 0.213.